Dataset: Full USPTO retrosynthesis dataset with 1.9M reactions from patents (1976-2016). Task: Predict the reactants needed to synthesize the given product. (1) The reactants are: [CH2:1]([CH:3]1[CH2:7][C:6]2([CH2:12][CH2:11][N:10](C(OC(C)(C)C)=O)[CH2:9][CH2:8]2)[C:5](=[O:20])[NH:4]1)[CH3:2].CC1CC2(CCNCC2)C(=O)N1[C:33]1[CH2:34][O:35][C:36](=[O:38])[CH:37]=1. Given the product [CH2:1]([CH:3]1[CH2:7][C:6]2([CH2:8][CH2:9][NH:10][CH2:11][CH2:12]2)[C:5](=[O:20])[N:4]1[C:33]1[CH2:34][O:35][C:36](=[O:38])[CH:37]=1)[CH3:2], predict the reactants needed to synthesize it. (2) Given the product [Cl:1][C:2]1[N:11]=[CH:10][C:9]2[N:8]([C:12]3[CH:13]=[N+:14]([O-:34])[CH:15]=[CH:16][CH:17]=3)[C:7](=[O:18])[C@@H:6]([CH3:19])[N:5]([CH:20]3[CH2:21][CH2:22][CH2:23][CH2:24][CH2:25]3)[C:4]=2[N:3]=1, predict the reactants needed to synthesize it. The reactants are: [Cl:1][C:2]1[N:11]=[CH:10][C:9]2[N:8]([C:12]3[CH:13]=[N:14][CH:15]=[CH:16][CH:17]=3)[C:7](=[O:18])[C@@H:6]([CH3:19])[N:5]([CH:20]3[CH2:25][CH2:24][CH2:23][CH2:22][CH2:21]3)[C:4]=2[N:3]=1.C1C=C(Cl)C=C(C(OO)=[O:34])C=1. (3) Given the product [OH:9][C:10]1[CH:15]=[CH:14][CH:13]=[CH:12][C:11]=1[C:5]1[N:6]=[CH:7][C:2]([NH2:1])=[N:3][CH:4]=1, predict the reactants needed to synthesize it. The reactants are: [NH2:1][C:2]1[CH:7]=[N:6][C:5](Br)=[CH:4][N:3]=1.[OH:9][C:10]1[CH:15]=[CH:14][CH:13]=[CH:12][C:11]=1B(O)O.C(#N)C.C(=O)(O)[O-].[Na+].